Dataset: Catalyst prediction with 721,799 reactions and 888 catalyst types from USPTO. Task: Predict which catalyst facilitates the given reaction. (1) Reactant: [C:1]([O:5][C:6](=[O:24])[NH:7][CH2:8][C:9]1[CH:14]=[CH:13][C:12]([C:15]2[CH:20]=[C:19](Cl)[N:18]=[C:17]([Cl:22])[CH:16]=2)=[CH:11][C:10]=1[F:23])([CH3:4])([CH3:3])[CH3:2].[CH3:25][O-:26].[Na+]. Product: [C:1]([O:5][C:6](=[O:24])[NH:7][CH2:8][C:9]1[CH:14]=[CH:13][C:12]([C:15]2[CH:20]=[C:19]([O:26][CH3:25])[N:18]=[C:17]([Cl:22])[CH:16]=2)=[CH:11][C:10]=1[F:23])([CH3:4])([CH3:3])[CH3:2]. The catalyst class is: 5. (2) Reactant: [H-].[Na+].[CH:3]1([SH:6])[CH2:5][CH2:4]1.F[C:8]1[CH:13]=[CH:12][C:11]([N+:14]([O-:16])=[O:15])=[CH:10][CH:9]=1. Product: [CH:3]1([S:6][C:8]2[CH:13]=[CH:12][C:11]([N+:14]([O-:16])=[O:15])=[CH:10][CH:9]=2)[CH2:5][CH2:4]1. The catalyst class is: 20. (3) Reactant: [CH2:1]([O:8][C:9]1[C:14]([C:15]#[N:16])=[C:13](Br)[N:12]=[CH:11][CH:10]=1)[C:2]1[CH:7]=[CH:6][CH:5]=[CH:4][CH:3]=1.O.[NH2:19][NH2:20]. Product: [CH2:1]([O:8][C:9]1[C:14]([C:15]#[N:16])=[C:13]([NH:19][NH2:20])[N:12]=[CH:11][CH:10]=1)[C:2]1[CH:7]=[CH:6][CH:5]=[CH:4][CH:3]=1. The catalyst class is: 1. (4) Reactant: [F:1][C:2]1[CH:7]=[CH:6][C:5]([CH:8]2[CH2:13][CH:12]([O:14][CH3:15])[CH2:11][CH2:10][N:9]2C(OC2C=CC=CC=2)=O)=[CH:4][CH:3]=1.[OH-].[K+]. Product: [F:1][C:2]1[CH:7]=[CH:6][C:5]([CH:8]2[CH2:13][CH:12]([O:14][CH3:15])[CH2:11][CH2:10][NH:9]2)=[CH:4][CH:3]=1. The catalyst class is: 378. (5) Reactant: [CH3:1][C@@:2]12[C:18](=[O:19])[CH2:17][CH2:16][C@H:15]1[C@H:14]1[C@@H:5]([C:6]3[CH:7]=[CH:8][C:9]([OH:20])=[CH:10][C:11]=3[CH2:12][CH2:13]1)[CH2:4][CH2:3]2.[Si:21](Cl)([C:24]([CH3:27])([CH3:26])[CH3:25])([CH3:23])[CH3:22].N1C=CN=C1. Product: [Si:21]([O:20][C:9]1[CH:8]=[CH:7][C:6]2[C@@H:5]3[C@H:14]([C@H:15]4[C@@:2]([CH2:3][CH2:4]3)([CH3:1])[C:18](=[O:19])[CH2:17][CH2:16]4)[CH2:13][CH2:12][C:11]=2[CH:10]=1)([C:24]([CH3:27])([CH3:26])[CH3:25])([CH3:23])[CH3:22]. The catalyst class is: 3.